From a dataset of Reaction yield outcomes from USPTO patents with 853,638 reactions. Predict the reaction yield, written as a fraction of the theoretical maximum amount of product (1.0 means a 100% yield; for example, 0.34 means a 34% yield). The reactants are [BH-](OC(C)=O)(OC(C)=O)OC(C)=O.[Na+].[CH2:15]([N:22]1[C:34]2[C:33]3[CH:32]=[C:31]([O:35][CH3:36])[C:30]([C:37]4[C:38]([CH3:43])=[N:39][O:40][C:41]=4[CH3:42])=[CH:29][C:28]=3[N:27]=[C:26]([CH:44]=O)[C:25]=2[O:24][C:23]1=[O:46])[C:16]1[CH:21]=[CH:20][CH:19]=[CH:18][CH:17]=1.[CH2:47]([NH2:49])[CH3:48].C([O-])(O)=O.[Na+]. The catalyst is ClCCCl. The product is [CH2:15]([N:22]1[C:34]2[C:33]3[CH:32]=[C:31]([O:35][CH3:36])[C:30]([C:37]4[C:38]([CH3:43])=[N:39][O:40][C:41]=4[CH3:42])=[CH:29][C:28]=3[N:27]=[C:26]([CH2:44][NH:49][CH2:47][CH3:48])[C:25]=2[O:24][C:23]1=[O:46])[C:16]1[CH:17]=[CH:18][CH:19]=[CH:20][CH:21]=1. The yield is 0.980.